This data is from Reaction yield outcomes from USPTO patents with 853,638 reactions. The task is: Predict the reaction yield, written as a fraction of the theoretical maximum amount of product (1.0 means a 100% yield; for example, 0.34 means a 34% yield). (1) The reactants are Cl[C:2]1[C:3]2[N:10]([CH2:11][CH2:12][O:13][CH3:14])[CH:9]=[CH:8][C:4]=2[N:5]=[CH:6][N:7]=1.[NH2:15][C:16]1[CH:21]=[CH:20][C:19]([OH:22])=[CH:18][C:17]=1[Cl:23].C(=O)([O-])[O-].[K+].[K+].CN1CCCC1=O. The catalyst is O. The product is [Cl:23][C:17]1[CH:18]=[C:19]([O:22][C:2]2[C:3]3[N:10]([CH2:11][CH2:12][O:13][CH3:14])[CH:9]=[CH:8][C:4]=3[N:5]=[CH:6][N:7]=2)[CH:20]=[CH:21][C:16]=1[NH2:15]. The yield is 0.560. (2) The reactants are [Cl:1][C:2]1[N:7]=[C:6]([CH2:8][C:9]([C:11]2[CH:12]=[CH:13][C:14]([F:24])=[C:15]([NH:17][C:18](=[O:23])[O:19][CH2:20][CH:21]=[CH2:22])[CH:16]=2)=O)[CH:5]=[CH:4][N:3]=1.C1C(=O)N(Br)C(=O)C1.[CH3:33][C:34]([CH3:39])([CH3:38])[C:35](=[S:37])[NH2:36]. The catalyst is O. The product is [Cl:1][C:2]1[N:7]=[C:6]([C:8]2[S:37][C:35]([C:34]([CH3:39])([CH3:38])[CH3:33])=[N:36][C:9]=2[C:11]2[CH:12]=[CH:13][C:14]([F:24])=[C:15]([NH:17][C:18](=[O:23])[O:19][CH2:20][CH:21]=[CH2:22])[CH:16]=2)[CH:5]=[CH:4][N:3]=1. The yield is 0.805. (3) The reactants are [CH3:1][C:2]1[N:3]=[C:4]([CH2:7]O)[S:5][CH:6]=1.S(Cl)([Cl:11])=O. The catalyst is C1(C)C=CC=CC=1. The product is [ClH:11].[Cl:11][CH2:7][C:4]1[S:5][CH:6]=[C:2]([CH3:1])[N:3]=1. The yield is 0.710.